From a dataset of Full USPTO retrosynthesis dataset with 1.9M reactions from patents (1976-2016). Predict the reactants needed to synthesize the given product. (1) Given the product [C:7]([N:11]1[CH2:15][C@@H:14]([C:16]2[CH:21]=[CH:20][C:19]([F:22])=[CH:18][C:17]=2[F:23])[C@H:13]([C:24]([N:26]2[CH2:27][CH2:28][CH:29]([C:32]3[CH:37]=[CH:36][C:35]([Cl:38])=[CH:34][C:33]=3[CH2:39][C:40]([OH:42])=[O:41])[CH2:30][CH2:31]2)=[O:25])[CH2:12]1)([CH3:10])([CH3:8])[CH3:9], predict the reactants needed to synthesize it. The reactants are: C[Si](C)(C)[O-].[K+].[C:7]([N:11]1[CH2:15][C@@H:14]([C:16]2[CH:21]=[CH:20][C:19]([F:22])=[CH:18][C:17]=2[F:23])[C@H:13]([C:24]([N:26]2[CH2:31][CH2:30][CH:29]([C:32]3[CH:37]=[CH:36][C:35]([Cl:38])=[CH:34][C:33]=3[CH2:39][C:40]([O:42]C)=[O:41])[CH2:28][CH2:27]2)=[O:25])[CH2:12]1)([CH3:10])([CH3:9])[CH3:8]. (2) The reactants are: [NH2:1][C:2]1[S:6][C:5]([C:7]([O:9]CC)=O)=[N:4][N:3]=1.C(O)C.[CH3:15][NH2:16]. Given the product [NH2:1][C:2]1[S:6][C:5]([C:7]([NH:16][CH3:15])=[O:9])=[N:4][N:3]=1, predict the reactants needed to synthesize it.